Task: Predict the reactants needed to synthesize the given product.. Dataset: Full USPTO retrosynthesis dataset with 1.9M reactions from patents (1976-2016) Given the product [CH2:1]([O:3][C:4](=[O:40])[C@H:5]([N:7]=[P:8]([O:10][C:11]1[CH:16]=[CH:15][CH:14]=[CH:13][C:12]=1[O:17][CH2:18][C@:19]1([N:37]=[N+:38]=[N-:39])[C@@H:26]([OH:25])[C@@H:22]([OH:23])[C@H:21]([N:29]2[CH:34]=[CH:33][C:32]([NH2:35])=[N:31][C:30]2=[O:36])[O:20]1)=[O:9])[CH3:6])[CH3:2], predict the reactants needed to synthesize it. The reactants are: [CH2:1]([O:3][C:4](=[O:40])[CH:5]([N:7]=[P:8]([O:10][C:11]1[CH:16]=[CH:15][CH:14]=[CH:13][C:12]=1[O:17][CH2:18][C:19]1([N:37]=[N+:38]=[N-:39])[CH:26]2[CH:22]([O:23]C(C)(C)[O:25]2)[CH:21]([N:29]2[CH:34]=[CH:33][C:32]([NH2:35])=[N:31][C:30]2=[O:36])[O:20]1)=[O:9])[CH3:6])[CH3:2].